The task is: Predict the reactants needed to synthesize the given product.. This data is from Full USPTO retrosynthesis dataset with 1.9M reactions from patents (1976-2016). The reactants are: C[O:2][C:3]([C:5]1[O:6][C:7]([C:12]2[CH2:17][CH2:16][CH2:15][CH2:14][CH:13]=2)([CH3:11])[C:8](=[O:10])[CH:9]=1)=[O:4].O[Li].O. Given the product [C:12]1([C:7]2([CH3:11])[O:6][C:5]([C:3]([OH:4])=[O:2])=[CH:9][C:8]2=[O:10])[CH2:17][CH2:16][CH2:15][CH2:14][CH:13]=1, predict the reactants needed to synthesize it.